Dataset: Catalyst prediction with 721,799 reactions and 888 catalyst types from USPTO. Task: Predict which catalyst facilitates the given reaction. (1) Reactant: C([O:8][C:9]1[C:18](=[O:19])[C:17]2[C:12](=[CH:13][C:14]([CH2:20][CH2:21][CH2:22][CH3:23])=[CH:15][CH:16]=2)[O:11][C:10]=1[C:24]1[CH:29]=[C:28]([O:30]C)[C:27]([O:32]C)=[C:26]([O:34]C)[CH:25]=1)C1C=CC=CC=1.B(Br)(Br)Br.CO.O. Product: [CH2:20]([C:14]1[CH:13]=[C:12]2[C:17]([C:18](=[O:19])[C:9]([OH:8])=[C:10]([C:24]3[CH:29]=[C:28]([OH:30])[C:27]([OH:32])=[C:26]([OH:34])[CH:25]=3)[O:11]2)=[CH:16][CH:15]=1)[CH2:21][CH2:22][CH3:23]. The catalyst class is: 4. (2) Reactant: [NH2:1][C:2]1[CH:10]=[C:9]([O:11][CH3:12])[CH:8]=[C:7]([O:13][CH3:14])[C:3]=1[C:4]([NH2:6])=[O:5].[CH3:15][S:16]([C:18]1[CH:23]=[CH:22][C:21]([C:24]2[CH:25]=[C:26]([CH:33]=O)[CH:27]=[C:28]3[C:32]=2[NH:31][CH:30]=[CH:29]3)=[CH:20][CH:19]=1)=[O:17].OS([O-])=O.[Na+].O.C1(C)C=CC(S(O)(=O)=O)=CC=1. Product: [CH3:14][O:13][C:7]1[CH:8]=[C:9]([O:11][CH3:12])[CH:10]=[C:2]2[C:3]=1[C:4](=[O:5])[NH:6][C:33]([C:26]1[CH:27]=[C:28]3[C:32](=[C:24]([C:21]4[CH:20]=[CH:19][C:18]([S:16]([CH3:15])=[O:17])=[CH:23][CH:22]=4)[CH:25]=1)[NH:31][CH:30]=[CH:29]3)=[N:1]2. The catalyst class is: 80. (3) Reactant: [C:1]([C:3]1[N:8]=[C:7]([CH2:9][CH2:10][P:11](=[O:18])([O:15][CH2:16][CH3:17])[O:12][CH2:13][CH3:14])[CH:6]=[CH:5][CH:4]=1)#[N:2].[C:19](OC)(=[O:27])[C:20]1[C:21](=[CH:23][CH:24]=[CH:25][CH:26]=1)[SH:22].C(N(CC)CC)C. Product: [O:27]=[C:19]1[C:20]2[CH:26]=[CH:25][CH:24]=[CH:23][C:21]=2[S:22][C:1]([C:3]2[N:8]=[C:7]([CH2:9][CH2:10][P:11](=[O:18])([O:12][CH2:13][CH3:14])[O:15][CH2:16][CH3:17])[CH:6]=[CH:5][CH:4]=2)=[N:2]1. The catalyst class is: 11. (4) Reactant: [CH3:1][CH:2]([C@H:4]([NH:8][C:9]([O:11]C(C)(C)C)=O)[C:5]([OH:7])=[O:6])[CH3:3].C1CCC(N=C=NC2CCCCC2)CC1.C(O)(C(F)(F)F)=O.[CH3:38][CH:39]([C@H:41]([NH2:60])C(OCCOCN1C2NC(N)=NC(=O)C=2N=C1)=O)[CH3:40]. Product: [CH3:38][CH:39]([C@H:41]([NH2:60])[C:9]([NH:8][C@H:4]([C:5]([OH:7])=[O:6])[CH:2]([CH3:1])[CH3:3])=[O:11])[CH3:40]. The catalyst class is: 241. (5) The catalyst class is: 3. Product: [Br:1][C:2]1[CH:3]=[C:4]([F:11])[CH:5]=[C:6]2[C:10]=1[N:9]([CH2:13][C:14]1[CH:15]=[CH:16][C:17]([C:20]([F:21])([F:22])[F:23])=[CH:18][CH:19]=1)[CH:8]=[CH:7]2. Reactant: [Br:1][C:2]1[CH:3]=[C:4]([F:11])[CH:5]=[C:6]2[C:10]=1[NH:9][CH:8]=[CH:7]2.Br[CH2:13][C:14]1[CH:19]=[CH:18][C:17]([C:20]([F:23])([F:22])[F:21])=[CH:16][CH:15]=1.[H-].[Na+]. (6) Reactant: [Br:1][C:2]1[CH:3]=[CH:4][C:5]2[N:6]([C:8]([C:11]([O:13]C)=[O:12])=[CH:9][N:10]=2)[CH:7]=1.O[Li].O. Product: [Br:1][C:2]1[CH:3]=[CH:4][C:5]2[N:6]([C:8]([C:11]([OH:13])=[O:12])=[CH:9][N:10]=2)[CH:7]=1. The catalyst class is: 87.